This data is from Full USPTO retrosynthesis dataset with 1.9M reactions from patents (1976-2016). The task is: Predict the reactants needed to synthesize the given product. (1) Given the product [NH2:26][C:23]1[CH:22]=[CH:21][C:20]([C:16]2[CH:17]=[CH:18][CH:19]=[C:14]([CH2:13][N:12]([CH2:29][C:30]3[CH:31]=[CH:32][C:33]([F:36])=[CH:34][CH:35]=3)[S:9]([C:4]3[CH:5]=[C:6]([Cl:8])[CH:7]=[C:2]([Cl:1])[C:3]=3[OH:37])(=[O:11])=[O:10])[CH:15]=2)=[CH:25][CH:24]=1, predict the reactants needed to synthesize it. The reactants are: [Cl:1][C:2]1[C:3]([OH:37])=[C:4]([S:9]([N:12]([CH2:29][C:30]2[CH:35]=[CH:34][C:33]([F:36])=[CH:32][CH:31]=2)[CH2:13][C:14]2[CH:15]=[C:16]([C:20]3[CH:25]=[CH:24][C:23]([N+:26]([O-])=O)=[CH:22][CH:21]=3)[CH:17]=[CH:18][CH:19]=2)(=[O:11])=[O:10])[CH:5]=[C:6]([Cl:8])[CH:7]=1. (2) The reactants are: [CH:1](=[O:4])[CH2:2][CH3:3].[N+:5](/[CH:8]=[CH:9]/[C:10]1[CH:15]=[CH:14][CH:13]=[CH:12][CH:11]=1)([O-:7])=[O:6].CCOCC.[Na+].[Cl-]. Given the product [N+:5]([CH2:8][C@@H:9]([C:10]1[CH:15]=[CH:14][CH:13]=[CH:12][CH:11]=1)[C:1](=[O:4])[CH2:2][CH3:3])([O-:7])=[O:6], predict the reactants needed to synthesize it. (3) Given the product [N:1]1[C:10]2[C:5](=[CH:6][CH:7]=[CH:8][C:9]=2[NH:11][C:12]([C:14]2[C:18]([CH3:19])=[CH:17][NH:16][N:15]=2)=[O:13])[CH:4]=[CH:3][CH:2]=1, predict the reactants needed to synthesize it. The reactants are: [N:1]1[C:10]2[C:5](=[CH:6][CH:7]=[CH:8][C:9]=2[NH:11][C:12]([C:14]2[C:18]([CH3:19])=[C:17]([Si](C)(C)C)[NH:16][N:15]=2)=[O:13])[CH:4]=[CH:3][CH:2]=1.CCCC[N+](CCCC)(CCCC)CCCC.[F-].C1COCC1. (4) Given the product [Cl:1][C:2]1[CH:3]=[C:4]([C@H:13]2[CH2:14][CH2:15][C:11](=[O:16])[CH2:12]2)[CH:5]=[CH:6][CH:7]=1, predict the reactants needed to synthesize it. The reactants are: [Cl:1][C:2]1[CH:3]=[C:4](B(O)O)[CH:5]=[CH:6][CH:7]=1.[C:11]1(=[O:16])[CH2:15][CH2:14][CH:13]=[CH:12]1.C(N(CC)CC)C. (5) Given the product [Cl:7][CH2:8][CH2:9][N:10]([CH2:13][CH2:12][Cl:11])[S:2]([CH3:1])(=[O:4])=[O:3], predict the reactants needed to synthesize it. The reactants are: [CH3:1][S:2](Cl)(=[O:4])=[O:3].Cl.[Cl:7][CH2:8][CH2:9][NH2:10].[Cl:11][CH2:12][CH2:13]N.C(N(CC)CC)C. (6) Given the product [Cl:23][C:24]1[N:29]=[C:28]([N:20]2[CH2:21][CH2:22][C@H:18]([S:15]([C:10]3[CH:11]=[CH:12][CH:13]=[CH:14][C:9]=3[Cl:8])(=[O:16])=[O:17])[CH2:19]2)[CH:27]=[CH:26][N:25]=1, predict the reactants needed to synthesize it. The reactants are: OC(C(F)(F)F)=O.[Cl:8][C:9]1[CH:14]=[CH:13][CH:12]=[CH:11][C:10]=1[S:15]([C@H:18]1[CH2:22][CH2:21][NH:20][CH2:19]1)(=[O:17])=[O:16].[Cl:23][C:24]1[N:29]=[C:28](Cl)[CH:27]=[CH:26][N:25]=1.[F-].[K+].